From a dataset of Human liver microsome stability data. Regression/Classification. Given a drug SMILES string, predict its absorption, distribution, metabolism, or excretion properties. Task type varies by dataset: regression for continuous measurements (e.g., permeability, clearance, half-life) or binary classification for categorical outcomes (e.g., BBB penetration, CYP inhibition). Dataset: hlm. (1) The compound is O=c1cc(OCc2ccccc2)ccn1-c1ccc2c(cnn2CCN2CC[C@H](O)C2)c1. The result is 0 (unstable in human liver microsomes). (2) The molecule is Cc1c(Nc2ccc(I)cc2F)c(C(=O)NOCCO)c2n(c1=O)CCC2. The result is 0 (unstable in human liver microsomes). (3) The compound is CC(C)(NC(=O)c1nn(-c2ccc(F)cc2F)c2c1C[C@H]1C[C@@H]21)c1ccccc1. The result is 0 (unstable in human liver microsomes). (4) The drug is COc1ccc2[nH]c(C(=O)N3CC(=O)N(Cc4ccccc4)[C@@H](COC(C)(C)C)C3)cc2c1. The result is 1 (stable in human liver microsomes). (5) The drug is CC#C[C@@H](Cc1nn[nH]n1)c1ccc(OCc2ccc3sc(C(F)(F)F)c(-c4ccc(OCCOC)cc4C)c3c2)cc1. The result is 0 (unstable in human liver microsomes). (6) The molecule is CCN(CC)CCn1c(=N)n(CCCOc2ccc(Cl)cc2Cl)c2ccccc21. The result is 1 (stable in human liver microsomes). (7) The drug is CCc1nc(N)nc(N)c1-c1ccc2c(c1)N(CCCOC)C(=O)C(c1cc(F)cc(F)c1)O2. The result is 1 (stable in human liver microsomes). (8) The molecule is COc1ccc(CCCN2C(=O)N(NS(C)(=O)=O)C[C@@H]2c2ccc(OC)cc2)cc1. The result is 1 (stable in human liver microsomes). (9) The compound is CCOc1cc(NC(=O)C2(NC(=O)c3ccc4c(C5CCCC5)c(-c5ncc(Cl)cn5)n(C)c4c3)CCC2)ccc1C=CC(=O)OCC(Cl)(Cl)Cl. The result is 0 (unstable in human liver microsomes).